Dataset: Reaction yield outcomes from USPTO patents with 853,638 reactions. Task: Predict the reaction yield, written as a fraction of the theoretical maximum amount of product (1.0 means a 100% yield; for example, 0.34 means a 34% yield). (1) The reactants are [CH3:1][C:2]1[CH:13]=[CH:12][C:5]2[NH:6][C:7](=[O:11])[O:8][C:9](=[O:10])[C:4]=2[CH:3]=1.[H-].[Na+].[CH2:16](Br)[C:17]1[CH:22]=[CH:21][CH:20]=[CH:19][CH:18]=1. The catalyst is CN(C=O)C. The product is [CH2:16]([N:6]1[C:5]2[CH:12]=[CH:13][C:2]([CH3:1])=[CH:3][C:4]=2[C:9](=[O:10])[O:8][C:7]1=[O:11])[C:17]1[CH:22]=[CH:21][CH:20]=[CH:19][CH:18]=1. The yield is 0.970. (2) The reactants are [CH3:1][O:2][C:3]1[CH:8]=[CH:7][C:6]([N:9]2[CH:13]=[N:12][C:11]([C:14]3[CH:15]=[C:16]([CH:21]=[CH:22][CH:23]=3)[C:17]([O:19]C)=[O:18])=[N:10]2)=[CH:5][CH:4]=1.[OH-].[Na+]. The catalyst is C1COCC1. The product is [CH3:1][O:2][C:3]1[CH:4]=[CH:5][C:6]([N:9]2[CH:13]=[N:12][C:11]([C:14]3[CH:15]=[C:16]([CH:21]=[CH:22][CH:23]=3)[C:17]([OH:19])=[O:18])=[N:10]2)=[CH:7][CH:8]=1. The yield is 0.650. (3) The catalyst is C1COCC1. The yield is 0.520. The product is [C:1]([C:5]1[N:9]([CH3:10])[N:8]([CH2:11][CH:12]2[CH2:13][CH2:14][O:15][CH2:16][CH2:17]2)/[C:7](=[N:18]/[C:29](=[O:30])[C:28]2[CH:32]=[C:33]([C:36]([F:37])([F:38])[F:39])[CH:34]=[CH:35][C:27]=2[F:26])/[CH:6]=1)([CH3:4])([CH3:2])[CH3:3]. The reactants are [C:1]([C:5]1[N:9]([CH3:10])[N:8]([CH2:11][CH:12]2[CH2:17][CH2:16][O:15][CH2:14][CH2:13]2)[C:7](=[NH:18])[CH:6]=1)([CH3:4])([CH3:3])[CH3:2].CCN(CC)CC.[F:26][C:27]1[CH:35]=[CH:34][C:33]([C:36]([F:39])([F:38])[F:37])=[CH:32][C:28]=1[C:29](Cl)=[O:30]. (4) The reactants are Cl[C:2]1[CH:7]=[C:6]([O:8][CH:9]([C:14]2[CH:19]=[CH:18][C:17]([F:20])=[C:16]([F:21])[CH:15]=2)[C:10]([F:13])([F:12])[F:11])[N:5]=[CH:4]N=1.B([C:25]1[CH:36]=[CH:35][C:28]([CH2:29][C@@H:30]([C:32]([OH:34])=[O:33])[NH2:31])=[CH:27][CH:26]=1)(O)O.[C:37](#N)C.C(=O)([O-])[O-].[Na+].[Na+]. The catalyst is Cl[Pd](Cl)([P](C1C=CC=CC=1)(C1C=CC=CC=1)C1C=CC=CC=1)[P](C1C=CC=CC=1)(C1C=CC=CC=1)C1C=CC=CC=1.O. The product is [NH2:31][CH:30]([CH2:29][C:28]1[CH:35]=[CH:36][C:25]([C:2]2[CH:7]=[C:6]([O:8][CH:9]([C:14]3[CH:19]=[CH:18][C:17]([F:20])=[C:16]([F:21])[CH:15]=3)[C:10]([F:13])([F:12])[F:11])[N:5]=[CH:4][CH:37]=2)=[CH:26][CH:27]=1)[C:32]([OH:34])=[O:33]. The yield is 0.210. (5) The reactants are [Cl:1][C:2]1[CH:10]=[C:9]2[C:5]([C:6]([CH:11]=O)=[CH:7][NH:8]2)=[CH:4][CH:3]=1.[CH:13]1([CH2:16][NH2:17])[CH2:15][CH2:14]1.[Cl:18][C:19]1[CH:24]=[CH:23][C:22]([CH:25]([N+:36]#[C-:37])S(C2C=CC(C)=CC=2)(=O)=O)=[CH:21][C:20]=1[Cl:38].N1CCNCC1. The catalyst is CO. The product is [Cl:1][C:2]1[CH:10]=[C:9]2[C:5]([C:6]([C:11]3[N:17]([CH2:16][CH:13]4[CH2:15][CH2:14]4)[CH:37]=[N:36][C:25]=3[C:22]3[CH:23]=[CH:24][C:19]([Cl:18])=[C:20]([Cl:38])[CH:21]=3)=[CH:7][NH:8]2)=[CH:4][CH:3]=1. The yield is 0.860.